This data is from Forward reaction prediction with 1.9M reactions from USPTO patents (1976-2016). The task is: Predict the product of the given reaction. (1) Given the reactants Cl.Cl.Cl.[CH3:4][N:5]1[C:13]2[C:8](=[CH:9][C:10]([NH:14][C:15]3[C:16]4[CH:23]=[C:22]([C:24]5[CH2:25][CH2:26][NH:27][CH2:28][CH:29]=5)[NH:21][C:17]=4[N:18]=[CH:19][N:20]=3)=[CH:11][CH:12]=2)[CH:7]=[N:6]1.[N:30]1([CH2:36][CH2:37][C:38](O)=[O:39])[CH2:35][CH2:34][CH2:33][CH2:32][CH2:31]1.ON1C2C=CC=CC=2N=N1.N=C=N.CCN(C(C)C)C(C)C, predict the reaction product. The product is: [CH3:4][N:5]1[C:13]2[C:8](=[CH:9][C:10]([NH:14][C:15]3[C:16]4[CH:23]=[C:22]([C:24]5[CH2:25][CH2:26][N:27]([C:38](=[O:39])[CH2:37][CH2:36][N:30]6[CH2:35][CH2:34][CH2:33][CH2:32][CH2:31]6)[CH2:28][CH:29]=5)[NH:21][C:17]=4[N:18]=[CH:19][N:20]=3)=[CH:11][CH:12]=2)[CH:7]=[N:6]1. (2) Given the reactants [CH3:1][O:2][C:3]1[CH:8]=[CH:7][C:6]([CH2:9][C:10]#[N:11])=[C:5]([CH3:12])[C:4]=1[CH3:13].[CH3:14]I.[CH2:16]([NH2:19])[CH2:17][NH2:18], predict the reaction product. The product is: [CH3:1][O:2][C:3]1[CH:8]=[CH:7][C:6]([CH:9]([CH3:16])[C:10]#[N:11])=[C:5]([CH3:12])[C:4]=1[CH3:13].[CH3:1][O:2][C:3]1[CH:8]=[CH:7][C:6]([CH:9]([C:14]2[NH:18][CH2:17][CH2:16][N:19]=2)[CH3:10])=[C:5]([CH3:12])[C:4]=1[CH3:13]. (3) Given the reactants C(O)(C(F)(F)F)=O.[N:8]1([C:25]([O:27][CH2:28][C:29]2[CH:34]=[CH:33][CH:32]=[CH:31][CH:30]=2)=[O:26])[CH2:13][CH2:12][N:11](C(OC(C)(C)C)=O)[CH2:10][CH:9]1[C:21]([O:23][CH3:24])=[O:22], predict the reaction product. The product is: [N:8]1([C:25]([O:27][CH2:28][C:29]2[CH:34]=[CH:33][CH:32]=[CH:31][CH:30]=2)=[O:26])[CH2:13][CH2:12][NH:11][CH2:10][CH:9]1[C:21]([O:23][CH3:24])=[O:22]. (4) Given the reactants O=[C:2]1[NH:6][N:5]([C:7]2[CH:8]=[N:9][CH:10]=[CH:11][CH:12]=2)[CH:4]([C:13]([O:15][CH2:16][CH3:17])=[O:14])[CH2:3]1.C(#N)C.P(Cl)(Cl)([Cl:23])=O.C(=O)([O-])[O-].[Na+].[Na+], predict the reaction product. The product is: [Cl:23][C:2]1[CH2:3][CH:4]([C:13]([O:15][CH2:16][CH3:17])=[O:14])[N:5]([C:7]2[CH:8]=[N:9][CH:10]=[CH:11][CH:12]=2)[N:6]=1. (5) Given the reactants [Cl:1][C:2]1[CH:10]=[CH:9][C:5]([C:6](Cl)=[O:7])=[CH:4][CH:3]=1.[C:11]([O:15][C:16](=[O:38])[CH2:17][N:18]1[C:22]2[CH:23]=[CH:24][C:25]([NH:27][CH2:28][C:29]3[CH:34]=[CH:33][CH:32]=[CH:31][CH:30]=3)=[CH:26][C:21]=2[N:20]=[C:19]1[CH2:35][CH2:36][CH3:37])([CH3:14])([CH3:13])[CH3:12].CCN(C(C)C)C(C)C, predict the reaction product. The product is: [C:11]([O:15][C:16](=[O:38])[CH2:17][N:18]1[C:22]2[CH:23]=[CH:24][C:25]([N:27]([CH2:28][C:29]3[CH:30]=[CH:31][CH:32]=[CH:33][CH:34]=3)[C:6](=[O:7])[C:5]3[CH:9]=[CH:10][C:2]([Cl:1])=[CH:3][CH:4]=3)=[CH:26][C:21]=2[N:20]=[C:19]1[CH2:35][CH2:36][CH3:37])([CH3:14])([CH3:13])[CH3:12].